This data is from Reaction yield outcomes from USPTO patents with 853,638 reactions. The task is: Predict the reaction yield, written as a fraction of the theoretical maximum amount of product (1.0 means a 100% yield; for example, 0.34 means a 34% yield). (1) The reactants are [F:1][C:2]1[CH:3]=[C:4]2[C:9](=[CH:10][CH:11]=1)[CH:8]=[C:7]([CH2:12]O)[CH:6]=[CH:5]2.P(Br)(Br)[Br:15]. The catalyst is C(Cl)Cl. The product is [Br:15][CH2:12][C:7]1[CH:6]=[CH:5][C:4]2[C:9](=[CH:10][CH:11]=[C:2]([F:1])[CH:3]=2)[CH:8]=1. The yield is 0.740. (2) The reactants are [Cl:1][C:2]1[CH:3]=[CH:4][C:5]([F:19])=[C:6]([C:8]2[N:17]=[C:16](I)[C:15]3[CH2:14][CH2:13][CH2:12][CH2:11][C:10]=3[N:9]=2)[CH:7]=1.C1C=CC(P(C2C(C3C(P(C4C=CC=CC=4)C4C=CC=CC=4)=CC=C4C=3C=CC=C4)=C3C(C=CC=C3)=CC=2)C2C=CC=CC=2)=CC=1.[NH2:66][C:67]1[CH:72]=[CH:71][N:70]=[CH:69][C:68]=1[CH3:73].C([O-])([O-])=O.[Cs+].[Cs+]. The catalyst is O1CCOCC1.CC([O-])=O.CC([O-])=O.[Pd+2]. The product is [Cl:1][C:2]1[CH:3]=[CH:4][C:5]([F:19])=[C:6]([C:8]2[N:17]=[C:16]([NH:66][C:67]3[CH:72]=[CH:71][N:70]=[CH:69][C:68]=3[CH3:73])[C:15]3[CH2:14][CH2:13][CH2:12][CH2:11][C:10]=3[N:9]=2)[CH:7]=1. The yield is 0.860.